From a dataset of Full USPTO retrosynthesis dataset with 1.9M reactions from patents (1976-2016). Predict the reactants needed to synthesize the given product. (1) Given the product [OH:21][C:20]1([C:9]2[C:8]([OH:11])=[CH:7][C:5]3[N:6]=[C:2]([CH3:1])[S:3][C:4]=3[CH:10]=2)[C:22]2[C:27](=[CH:26][CH:25]=[CH:24][CH:23]=2)[NH:17][C:18]1=[O:19], predict the reactants needed to synthesize it. The reactants are: [CH3:1][C:2]1[S:3][C:4]2[CH:10]=[CH:9][C:8]([OH:11])=[CH:7][C:5]=2[N:6]=1.C([Mg]Cl)(C)C.[NH:17]1[C:27]2[C:22](=[CH:23][CH:24]=[CH:25][CH:26]=2)[C:20](=[O:21])[C:18]1=[O:19]. (2) Given the product [CH3:25][O:24][C:17]1[CH:16]=[C:15]([CH:20]=[CH:19][C:18]=1[N+:21]([O-:23])=[O:22])[CH2:14][N:1]1[CH2:5][CH2:4][CH2:3][CH2:2]1, predict the reactants needed to synthesize it. The reactants are: [NH:1]1[CH2:5][CH2:4][CH2:3][CH2:2]1.C(N(CC)CC)C.Br[CH2:14][C:15]1[CH:20]=[CH:19][C:18]([N+:21]([O-:23])=[O:22])=[C:17]([O:24][CH3:25])[CH:16]=1. (3) The reactants are: [Br:1][C:2]1[CH:3]=[C:4]([CH2:7][C:8]([OH:10])=[O:9])[S:5][CH:6]=1.[CH3:11][Si]([N-][Si](C)(C)C)(C)C.[Li+].IC. Given the product [Br:1][C:2]1[CH:3]=[C:4]([CH:7]([CH3:11])[C:8]([OH:10])=[O:9])[S:5][CH:6]=1, predict the reactants needed to synthesize it. (4) The reactants are: C[O:2][C:3]([C:5]1[CH2:6][N:7]([C:28]([O:30][C:31]([CH3:34])([CH3:33])[CH3:32])=[O:29])[CH2:8][CH2:9][C:10]=1[C:11]1[CH:16]=[CH:15][C:14]([CH2:17][CH2:18][CH2:19][O:20][C:21]2[CH:26]=[CH:25][CH:24]=[CH:23][C:22]=2[Cl:27])=[CH:13][CH:12]=1)=[O:4].[OH-].[Na+].Cl. Given the product [C:31]([O:30][C:28]([N:7]1[CH2:8][CH2:9][C:10]([C:11]2[CH:16]=[CH:15][C:14]([CH2:17][CH2:18][CH2:19][O:20][C:21]3[CH:26]=[CH:25][CH:24]=[CH:23][C:22]=3[Cl:27])=[CH:13][CH:12]=2)=[C:5]([C:3]([OH:4])=[O:2])[CH2:6]1)=[O:29])([CH3:34])([CH3:32])[CH3:33], predict the reactants needed to synthesize it.